Dataset: Reaction yield outcomes from USPTO patents with 853,638 reactions. Task: Predict the reaction yield, written as a fraction of the theoretical maximum amount of product (1.0 means a 100% yield; for example, 0.34 means a 34% yield). The reactants are Cl[C:2]1[CH:7]=[C:6]([Cl:8])[CH:5]=[CH:4][N:3]=1.[C:9]1(B(O)O)[CH:14]=[CH:13][CH:12]=[CH:11][CH:10]=1.C(=O)([O-])[O-].[K+].[K+].C(COC)OC. The catalyst is C1C=CC([P]([Pd]([P](C2C=CC=CC=2)(C2C=CC=CC=2)C2C=CC=CC=2)([P](C2C=CC=CC=2)(C2C=CC=CC=2)C2C=CC=CC=2)[P](C2C=CC=CC=2)(C2C=CC=CC=2)C2C=CC=CC=2)(C2C=CC=CC=2)C2C=CC=CC=2)=CC=1.O. The product is [Cl:8][C:6]1[CH:5]=[CH:4][N:3]=[C:2]([C:9]2[CH:14]=[CH:13][CH:12]=[CH:11][CH:10]=2)[CH:7]=1. The yield is 0.880.